From a dataset of Catalyst prediction with 721,799 reactions and 888 catalyst types from USPTO. Predict which catalyst facilitates the given reaction. (1) Reactant: [Cl:1][C:2]1[C:10]2[C:9](=[O:11])[NH:8][N:7]=[CH:6][C:5]=2[N:4](COCC[Si](C)(C)C)[C:3]=1[C:20]1[CH:25]=[CH:24][C:23]([O:26][CH:27]([F:29])[F:28])=[C:22]([O:30][CH:31]2[CH2:34][CH2:33][CH2:32]2)[CH:21]=1.ClC1C2C(=O)NN=CC=2N(COCC[Si](C)(C)C)C=1C1C=CC(OC(F)F)=C(OC2CC2)C=1.C(OC(C)C)(C)C. Product: [Cl:1][C:2]1[C:10]2[C:9](=[O:11])[NH:8][N:7]=[CH:6][C:5]=2[NH:4][C:3]=1[C:20]1[CH:25]=[CH:24][C:23]([O:26][CH:27]([F:29])[F:28])=[C:22]([O:30][CH:31]2[CH2:32][CH2:33][CH2:34]2)[CH:21]=1. The catalyst class is: 244. (2) Reactant: [Br:1][C:2]1[CH:3]=[C:4]([C:8]2[C:16]3[C:11](=[N:12][C:13](Cl)=[N:14][CH:15]=3)[NH:10][N:9]=2)[CH:5]=[CH:6][CH:7]=1.CCN(CC)CC.Cl[CH2:26][O:27][CH2:28][CH2:29][Si:30]([CH3:33])([CH3:32])[CH3:31].[C:34]([NH:41][C@H:42]1[CH2:47][CH2:46][C@H:45]([NH2:48])[CH2:44][CH2:43]1)([O:36][C:37]([CH3:40])([CH3:39])[CH3:38])=[O:35]. Product: [C:37]([O:36][C:34](=[O:35])[NH:41][CH:42]1[CH2:43][CH2:44][CH:45]([NH:48][C:13]2[N:12]=[C:11]3[N:10]([CH2:26][O:27][CH2:28][CH2:29][Si:30]([CH3:33])([CH3:32])[CH3:31])[N:9]=[C:8]([C:4]4[CH:5]=[CH:6][CH:7]=[C:2]([Br:1])[CH:3]=4)[C:16]3=[CH:15][N:14]=2)[CH2:46][CH2:47]1)([CH3:40])([CH3:38])[CH3:39]. The catalyst class is: 18. (3) Reactant: [O:1]1[CH:5]=[CH:4][CH:3]=[C:2]1[C:6](=[O:10])[C:7]([OH:9])=O.Cl.CN(C)CCCN=C=NCC.[O:23]1[CH2:28][CH2:27][CH2:26][CH2:25][CH:24]1[N:29]1[C:37]2[C:32](=[CH:33][C:34]([C:38]3[N:42]=[CH:41][N:40]([C:43]([C:56]4[CH:61]=[CH:60][CH:59]=[CH:58][CH:57]=4)([C:50]4[CH:55]=[CH:54][CH:53]=[CH:52][CH:51]=4)[C:44]4[CH:49]=[CH:48][CH:47]=[CH:46][CH:45]=4)[N:39]=3)=[CH:35][CH:36]=2)[C:31]([C:62]2[CH:63]=[C:64]([NH2:68])[CH:65]=[CH:66][CH:67]=2)=[N:30]1. Product: [O:1]1[CH:5]=[CH:4][CH:3]=[C:2]1[C:6](=[O:10])[C:7]([NH:68][C:64]1[CH:65]=[CH:66][CH:67]=[C:62]([C:31]2[C:32]3[C:37](=[CH:36][CH:35]=[C:34]([C:38]4[N:42]=[CH:41][N:40]([C:43]([C:44]5[CH:45]=[CH:46][CH:47]=[CH:48][CH:49]=5)([C:50]5[CH:55]=[CH:54][CH:53]=[CH:52][CH:51]=5)[C:56]5[CH:61]=[CH:60][CH:59]=[CH:58][CH:57]=5)[N:39]=4)[CH:33]=3)[N:29]([CH:24]3[CH2:25][CH2:26][CH2:27][CH2:28][O:23]3)[N:30]=2)[CH:63]=1)=[O:9]. The catalyst class is: 4. (4) Reactant: [NH2:1][C:2]1[CH:11]=[CH:10][CH:9]=[C:8]2[C:3]=1[CH:4]=[CH:5][N:6]=[C:7]2[Cl:12].N1[CH:18]=[CH:17]C=CC=1.ClC(O[C:23]1[CH:28]=[CH:27][CH:26]=[CH:25][CH:24]=1)=O.C([N:32]([CH2:36]C)[CH:33]([CH3:35])[CH3:34])(C)C.[OH2:38]. Product: [Cl:12][C:7]1[C:8]2[C:3](=[C:2]([NH:1][C:36]([NH:32][C@@H:33]3[CH2:34][CH2:18][C@H:17]([C:23]4[CH:24]=[CH:25][CH:26]=[CH:27][CH:28]=4)[CH2:35]3)=[O:38])[CH:11]=[CH:10][CH:9]=2)[CH:4]=[CH:5][N:6]=1. The catalyst class is: 10.